Dataset: Reaction yield outcomes from USPTO patents with 853,638 reactions. Task: Predict the reaction yield, written as a fraction of the theoretical maximum amount of product (1.0 means a 100% yield; for example, 0.34 means a 34% yield). (1) The reactants are [CH2:1]([N:3]([CH2:36][CH3:37])[CH2:4][CH2:5][CH2:6][NH:7][C:8]1[N:9]=[C:10]([C:27]2[CH:28]=[C:29]([CH:33]=[CH:34][CH:35]=2)[C:30]([OH:32])=O)[C:11]2[CH:17]=[CH:16][C:15](=[O:18])[N:14]([C:19]3[C:24]([F:25])=[CH:23][CH:22]=[CH:21][C:20]=3[F:26])[C:12]=2[N:13]=1)[CH3:2].CN(C(O[N:46]1N=N[C:48]2[CH:49]=CC=C[C:47]1=2)=[N+](C)C)C.F[P-](F)(F)(F)(F)F.C(N(CC)CC)C.C(N)CC. The catalyst is CN(C=O)C. The product is [CH2:1]([N:3]([CH2:36][CH3:37])[CH2:4][CH2:5][CH2:6][NH:7][C:8]1[N:9]=[C:10]([C:27]2[CH:28]=[C:29]([CH:33]=[CH:34][CH:35]=2)[C:30]([NH:46][CH2:47][CH2:48][CH3:49])=[O:32])[C:11]2[CH:17]=[CH:16][C:15](=[O:18])[N:14]([C:19]3[C:20]([F:26])=[CH:21][CH:22]=[CH:23][C:24]=3[F:25])[C:12]=2[N:13]=1)[CH3:2]. The yield is 0.630. (2) The reactants are [OH:1][C:2]1[C:11]2[C:6](=[CH:7][CH:8]=[CH:9][CH:10]=2)[N:5]=[CH:4][C:3]=1[C:12]([OH:14])=O.CN(C(ON1N=NC2C=CC=CC1=2)=[N+](C)C)C.F[P-](F)(F)(F)(F)F.CCN(C(C)C)C(C)C.[CH3:48][C:49]1[CH:54]=[CH:53][C:52]([N+:55]([O-])=O)=[CH:51][C:50]=1[NH2:58].O.O.Cl[Sn]Cl.C([O-])(O)=O.[Na+]. The catalyst is C1COCC1. The product is [NH2:55][C:52]1[CH:53]=[CH:54][C:49]([CH3:48])=[C:50]([NH:58][C:12]([C:3]2[C:2](=[O:1])[C:11]3[C:6](=[CH:7][CH:8]=[CH:9][CH:10]=3)[NH:5][CH:4]=2)=[O:14])[CH:51]=1. The yield is 0.0800.